This data is from Full USPTO retrosynthesis dataset with 1.9M reactions from patents (1976-2016). The task is: Predict the reactants needed to synthesize the given product. The reactants are: [F:1][C:2]1[CH:32]=[CH:31][C:5]([CH2:6][O:7][CH2:8][C:9]([C:12]2[NH:30][C:15]3=[C:16]([C:28]#[N:29])[C:17]([CH3:27])=[C:18]([C:21]4[CH:26]=[CH:25][CH:24]=[CH:23][CH:22]=4)[C:19](=O)[N:14]3[N:13]=2)([CH3:11])[CH3:10])=[CH:4][CH:3]=1.P(Cl)(Cl)([Cl:35])=O. Given the product [Cl:35][C:19]1[N:14]2[N:13]=[C:12]([C:9]([CH3:11])([CH3:10])[CH2:8][O:7][CH2:6][C:5]3[CH:31]=[CH:32][C:2]([F:1])=[CH:3][CH:4]=3)[N:30]=[C:15]2[C:16]([C:28]#[N:29])=[C:17]([CH3:27])[C:18]=1[C:21]1[CH:26]=[CH:25][CH:24]=[CH:23][CH:22]=1, predict the reactants needed to synthesize it.